This data is from Forward reaction prediction with 1.9M reactions from USPTO patents (1976-2016). The task is: Predict the product of the given reaction. (1) Given the reactants [CH:1]1[C:10]2[C:5](=[CH:6][CH:7]=[CH:8][CH:9]=2)[CH:4]=[CH:3][C:2]=1[CH2:11][N:12]1[C:19](=O)[C@H:18]2[NH:21][C:22](=O)[C@@H:13]1[CH2:14][CH:15]=[CH:16][CH2:17]2.Cl, predict the reaction product. The product is: [CH:1]1[C:10]2[C:5](=[CH:6][CH:7]=[CH:8][CH:9]=2)[CH:4]=[CH:3][C:2]=1[CH2:11][N:12]1[CH2:19][C@H:18]2[NH:21][CH2:22][C@@H:13]1[CH2:14][CH:15]=[CH:16][CH2:17]2. (2) Given the reactants N1C=CC=CC=1.C(O)(C(F)(F)F)=O.C(Cl)CCl.[OH:18][CH2:19][CH:20]1[NH:25][C:24](=[O:26])[CH2:23][CH2:22][CH2:21]1, predict the reaction product. The product is: [O:26]=[C:24]1[NH:25][CH:20]([CH:19]=[O:18])[CH2:21][CH2:22][CH2:23]1. (3) Given the reactants [F:1][C:2]([F:25])([F:24])[CH2:3][O:4][C:5]1[CH:6]=[C:7]([C:15](=O)[CH2:16][C:17](=O)[C:18]([F:21])([F:20])[F:19])[CH:8]=[CH:9][C:10]=1[C:11]([F:14])([F:13])[F:12].[NH2:26][C:27]1[C:31]([C:32]2[CH:37]=[C:36]([CH3:38])[N:35]=[C:34]([CH3:39])[CH:33]=2)=[CH:30][NH:29][N:28]=1, predict the reaction product. The product is: [CH3:38][C:36]1[CH:37]=[C:32]([C:31]2[CH:30]=[N:29][N:28]3[C:17]([C:18]([F:21])([F:20])[F:19])=[CH:16][C:15]([C:7]4[CH:8]=[CH:9][C:10]([C:11]([F:14])([F:13])[F:12])=[C:5]([O:4][CH2:3][C:2]([F:25])([F:24])[F:1])[CH:6]=4)=[N:26][C:27]=23)[CH:33]=[C:34]([CH3:39])[N:35]=1. (4) Given the reactants N1C=CC=C(CN)C=1.[F:9][C:10]1[CH:11]=[C:12]([CH2:17][NH2:18])[CH:13]=[C:14]([F:16])[CH:15]=1.[F:19][C:20]1[CH:42]=[CH:41][C:23]([CH2:24][N:25]2[C@@H:29]([CH3:30])[CH2:28][N:27]([C:31]3[S:32][C:33]([C:37](O)=[O:38])=[C:34]([CH3:36])[N:35]=3)[C:26]2=[O:40])=[CH:22][CH:21]=1.FC1C=CC(CN2[C@H](C)CN(C3SC(C(O)=O)=C(C)N=3)C2=O)=CC=1, predict the reaction product. The product is: [F:9][C:10]1[CH:11]=[C:12]([CH:13]=[C:14]([F:16])[CH:15]=1)[CH2:17][NH:18][C:37]([C:33]1[S:32][C:31]([N:27]2[CH2:28][C@@H:29]([CH3:30])[N:25]([CH2:24][C:23]3[CH:41]=[CH:42][C:20]([F:19])=[CH:21][CH:22]=3)[C:26]2=[O:40])=[N:35][C:34]=1[CH3:36])=[O:38]. (5) The product is: [C:13]([C:12]1[CH:11]=[C:10]([NH:9][C:5]2[N:6]=[CH:7][N:8]=[C:3]([N:2]([CH3:1])[C:27]([NH:26][C:20]3[C:19]([Cl:18])=[CH:24][CH:23]=[CH:22][C:21]=3[Cl:25])=[O:28])[CH:4]=2)[CH:17]=[CH:16][CH:15]=1)#[N:14]. Given the reactants [CH3:1][NH:2][C:3]1[N:8]=[CH:7][N:6]=[C:5]([NH:9][C:10]2[CH:11]=[C:12]([CH:15]=[CH:16][CH:17]=2)[C:13]#[N:14])[CH:4]=1.[Cl:18][C:19]1[CH:24]=[CH:23][CH:22]=[C:21]([Cl:25])[C:20]=1[N:26]=[C:27]=[O:28], predict the reaction product. (6) Given the reactants [CH3:1][O:2][CH2:3][C:4]#[C:5][C:6](=O)[CH3:7].[C:9]([CH2:11][C:12]([NH2:14])=[O:13])#[N:10].C(O)(=O)C.N1CCCCC1.N1CCCCC1, predict the reaction product. The product is: [CH3:1][O:2][CH2:3][C:4]1[CH:5]=[C:6]([CH3:7])[NH:14][C:12](=[O:13])[C:11]=1[C:9]#[N:10]. (7) The product is: [Cl:1][C:2]1[CH:7]=[CH:6][C:5]([C:8]2[CH:13]=[CH:12][C:11]([B:15]3[O:19][C:18]([CH3:21])([CH3:20])[C:17]([CH3:23])([CH3:22])[O:16]3)=[CH:10][CH:9]=2)=[CH:4][CH:3]=1. Given the reactants [Cl:1][C:2]1[CH:7]=[CH:6][C:5]([C:8]2[CH:13]=[CH:12][C:11](I)=[CH:10][CH:9]=2)=[CH:4][CH:3]=1.[B:15]1([B:15]2[O:19][C:18]([CH3:21])([CH3:20])[C:17]([CH3:23])([CH3:22])[O:16]2)[O:19][C:18]([CH3:21])([CH3:20])[C:17]([CH3:23])([CH3:22])[O:16]1.C([O-])(=O)C.[K+], predict the reaction product.